Predict the reactants needed to synthesize the given product. From a dataset of Full USPTO retrosynthesis dataset with 1.9M reactions from patents (1976-2016). Given the product [C:48]([NH:38][C:35]1[CH:36]=[CH:37][C:32]([S:29]([N:5]([CH2:6][C@@H:7]([OH:28])[C@@H:8]([NH:16][C:17](=[O:18])[O:19][C@@H:20]2[C@H:24]3[C@H:23]([O:27][CH2:26][CH2:25]3)[O:22][CH2:21]2)[CH2:9][C:10]2[CH:15]=[CH:14][CH:13]=[CH:12][CH:11]=2)[CH2:4][CH:2]([CH3:1])[CH3:3])(=[O:31])=[O:30])=[CH:33][CH:34]=1)(=[O:70])[CH2:49][CH2:50]/[CH:51]=[CH:52]\[CH2:53]/[CH:54]=[CH:55]\[CH2:56]/[CH:57]=[CH:58]\[CH2:59]/[CH:60]=[CH:61]\[CH2:62]/[CH:63]=[CH:64]\[CH2:65]/[CH:66]=[CH:67]\[CH2:68][CH3:69], predict the reactants needed to synthesize it. The reactants are: [CH3:1][CH:2]([CH2:4][N:5]([S:29]([C:32]1[CH:33]=[CH:34][C:35]([NH2:38])=[CH:36][CH:37]=1)(=[O:31])=[O:30])[CH2:6][C@@H:7]([OH:28])[C@@H:8]([NH:16][C:17]([O:19][C@@H:20]1[C@@H:24]2[CH2:25][CH2:26][O:27][C@@H:23]2[O:22][CH2:21]1)=[O:18])[CH2:9][C:10]1[CH:11]=[CH:12][CH:13]=[CH:14][CH:15]=1)[CH3:3].CCN(C(C)C)C(C)C.[C:48](Cl)(=[O:70])[CH2:49][CH2:50]/[CH:51]=[CH:52]\[CH2:53]/[CH:54]=[CH:55]\[CH2:56]/[CH:57]=[CH:58]\[CH2:59]/[CH:60]=[CH:61]\[CH2:62]/[CH:63]=[CH:64]\[CH2:65]/[CH:66]=[CH:67]\[CH2:68][CH3:69].